From a dataset of Forward reaction prediction with 1.9M reactions from USPTO patents (1976-2016). Predict the product of the given reaction. The product is: [Cl:6][C:7]1[N:12]=[CH:11][C:10]([O:5][CH2:4][CH:1]2[CH2:3][CH2:2]2)=[CH:9][N:8]=1. Given the reactants [CH:1]1([CH2:4][OH:5])[CH2:3][CH2:2]1.[Cl:6][C:7]1[N:12]=[CH:11][C:10](O)=[CH:9][N:8]=1.C1(P(C2C=CC=CC=2)C2C=CC=CC=2)C=CC=CC=1.C1(C)C=CC=CC=1.N(C(OC(C)C)=O)=NC(OC(C)C)=O, predict the reaction product.